From a dataset of Full USPTO retrosynthesis dataset with 1.9M reactions from patents (1976-2016). Predict the reactants needed to synthesize the given product. (1) Given the product [F:1][C:2]1[CH:3]=[CH:4][C:5]([N:8]2[C:12]3([CH2:17][CH2:16][CH2:15][CH2:14][CH2:13]3)[C:11](=[O:18])[N:10]([C:28]([O:30][CH2:31][CH3:32])=[O:29])[C:9]2=[S:19])=[CH:6][CH:7]=1, predict the reactants needed to synthesize it. The reactants are: [F:1][C:2]1[CH:7]=[CH:6][C:5]([N:8]2[C:12]3([CH2:17][CH2:16][CH2:15][CH2:14][CH2:13]3)[C:11](=[O:18])[NH:10][C:9]2=[S:19])=[CH:4][CH:3]=1.C(N(CC)CC)C.Cl[C:28]([O:30][CH2:31][CH3:32])=[O:29]. (2) Given the product [CH2:37]([O:36][C:34]([N:1]1[CH2:6][CH2:5][CH2:4][CH:3]([NH:7][C:8]([C:10]2[C:14]3[N:15]=[CH:16][N:17]=[C:18]([C:19]4[C:27]5[O:26][CH2:25][O:24][C:23]=5[CH:22]=[CH:21][C:20]=4[O:28][CH2:29][CH2:30][CH2:31][CH3:32])[C:13]=3[NH:12][CH:11]=2)=[O:9])[CH2:2]1)=[O:35])[CH3:38], predict the reactants needed to synthesize it. The reactants are: [NH:1]1[CH2:6][CH2:5][CH2:4][CH:3]([NH:7][C:8]([C:10]2[C:14]3[N:15]=[CH:16][N:17]=[C:18]([C:19]4[C:27]5[O:26][CH2:25][O:24][C:23]=5[CH:22]=[CH:21][C:20]=4[O:28][CH2:29][CH2:30][CH2:31][CH3:32])[C:13]=3[NH:12][CH:11]=2)=[O:9])[CH2:2]1.Cl[C:34]([O:36][CH2:37][CH3:38])=[O:35]. (3) Given the product [Br:1][CH2:2][C:15]([C:16]1[CH:21]=[CH:20][CH:19]=[CH:18][C:17]=1[CH2:22][CH3:23])=[O:24], predict the reactants needed to synthesize it. The reactants are: [Br:1][CH:2](Br)C.[Li+].CC([N-]C(C)C)C.CO[C:15](=[O:24])[C:16]1[CH:21]=[CH:20][CH:19]=[CH:18][C:17]=1[CH2:22][CH3:23].C([Li])CCC.Cl. (4) The reactants are: [CH2:1]([N:3]1[CH2:7][CH2:6][C@@H:5]([CH2:8][C:9]2[CH:14]=[C:13]([F:15])[CH:12]=[CH:11][C:10]=2[S:16]([NH:19][C:20]2[C:29]([C:30]([O:32]C)=[O:31])=[C:28]3[C:23]([CH:24]4[CH2:34][CH:25]4[CH2:26][O:27]3)=[C:22]([F:35])[CH:21]=2)(=[O:18])=[O:17])[CH2:4]1)[CH3:2].O.[OH-].[Li+].O1CCOCC1. Given the product [CH2:1]([N:3]1[CH2:7][CH2:6][C@@H:5]([CH2:8][C:9]2[CH:14]=[C:13]([F:15])[CH:12]=[CH:11][C:10]=2[S:16]([NH:19][C:20]2[C:29]([C:30]([OH:32])=[O:31])=[C:28]3[C:23]([CH:24]4[CH2:34][CH:25]4[CH2:26][O:27]3)=[C:22]([F:35])[CH:21]=2)(=[O:18])=[O:17])[CH2:4]1)[CH3:2], predict the reactants needed to synthesize it. (5) Given the product [CH3:31][N:29]([CH3:30])[CH2:28][CH:27]([NH:32][C:16]([C:12]1[S:13][CH:14]=[CH:15][C:11]=1[NH:10][C:9]1[CH:8]=[CH:7][N:6]=[C:5]2[NH:1][CH:2]=[CH:3][C:4]=12)=[O:17])[C:22]1[CH:23]=[CH:24][CH:25]=[CH:26][C:21]=1[O:20][CH3:19], predict the reactants needed to synthesize it. The reactants are: [NH:1]1[C:5]2=[N:6][CH:7]=[CH:8][C:9]([NH:10][C:11]3[CH:15]=[CH:14][S:13][C:12]=3[C:16](Cl)=[O:17])=[C:4]2[CH:3]=[CH:2]1.[CH3:19][O:20][C:21]1[CH:26]=[CH:25][CH:24]=[CH:23][C:22]=1[CH:27]([NH2:32])[CH2:28][N:29]([CH3:31])[CH3:30].C(N(C(C)C)CC)(C)C. (6) Given the product [P:1]([O:3][CH2:4][CH3:5])([O:6][CH2:7][CH3:8])([O:29][C:14]1[CH:13]=[C:12]([CH:11]=[CH2:10])[C:17]2[O:18][C:19]([C:21]3[CH:22]=[CH:23][C:24]([O:28][P:1]([O:9][CH2:37][CH3:38])([O:3][CH2:4][CH3:5])=[O:6])=[C:25]([F:27])[CH:26]=3)=[N:20][C:16]=2[CH:15]=1)=[O:9], predict the reactants needed to synthesize it. The reactants are: [P:1]([O-:9])([O:6][CH2:7][CH3:8])([O:3][CH2:4][CH3:5])=O.[CH2:10]=[CH:11][C:12]1[C:17]2[O:18][C:19]([C:21]3[CH:22]=[CH:23][C:24]([OH:28])=[C:25]([F:27])[CH:26]=3)=[N:20][C:16]=2[CH:15]=[C:14]([OH:29])[CH:13]=1.C(N([CH2:37][CH3:38])C(C)C)(C)C.C(Cl)(Cl)(Cl)Cl.